The task is: Regression/Classification. Given a drug SMILES string, predict its absorption, distribution, metabolism, or excretion properties. Task type varies by dataset: regression for continuous measurements (e.g., permeability, clearance, half-life) or binary classification for categorical outcomes (e.g., BBB penetration, CYP inhibition). Dataset: cyp3a4_veith.. This data is from CYP3A4 inhibition data for predicting drug metabolism from PubChem BioAssay. (1) The drug is CC1CC(OCC(O)CN2CCN(Cc3ccccc3)CC2)CC(C)(C)C1.Cl. The result is 1 (inhibitor). (2) The drug is CC(=O)N1CC[N+](C)(C)CC1. The result is 0 (non-inhibitor). (3) The drug is CCCN(C/C=C\I)[C@@H]1CCc2ccc(O)cc2C1. The result is 0 (non-inhibitor). (4) The molecule is COc1c(O)cc2c(c1O)[C@@H]1O[C@@H](CO)[C@@H](O)[C@@H](O)[C@@H]1OC2=O.O. The result is 0 (non-inhibitor). (5) The molecule is Cc1c(C(=O)Nc2ccc(OCc3ccccc3)cc2)cccc1[N+](=O)[O-]. The result is 0 (non-inhibitor). (6) The result is 1 (inhibitor). The drug is COc1cccc(-c2nc(Nc3ccncc3)c3ccccc3n2)c1.